This data is from Reaction yield outcomes from USPTO patents with 853,638 reactions. The task is: Predict the reaction yield, written as a fraction of the theoretical maximum amount of product (1.0 means a 100% yield; for example, 0.34 means a 34% yield). (1) The catalyst is CN(C=O)C.C(O)C. The yield is 0.790. The product is [CH3:58][C:57]1[CH:56]=[C:55]([NH:59][CH3:60])[CH:54]=[C:53]([CH3:61])[C:52]=1/[CH:51]=[CH:50]/[S:47]([N:44]1[CH2:43][CH2:42][C:41]2([N:40]=[C:26]([CH2:27][CH2:28][CH2:29][CH2:30][CH2:31][CH2:32][CH2:33][CH2:34][CH2:35][CH2:36][CH2:37][OH:39])[NH:64][C:62]2=[O:63])[CH2:46][CH2:45]1)(=[O:49])=[O:48]. The reactants are CN(C(ON1N=NC2C=CC=NC1=2)=[N+](C)C)C.F[P-](F)(F)(F)(F)F.O[CH2:26][CH2:27][CH2:28][CH2:29][CH2:30][CH2:31][CH2:32][CH2:33][CH2:34][CH2:35][CH2:36][C:37]([OH:39])=O.[NH2:40][C:41]1([C:62]([NH2:64])=[O:63])[CH2:46][CH2:45][N:44]([S:47](/[CH:50]=[CH:51]/[C:52]2[C:57]([CH3:58])=[CH:56][C:55]([NH:59][CH3:60])=[CH:54][C:53]=2[CH3:61])(=[O:49])=[O:48])[CH2:43][CH2:42]1.C(N(C(C)C)CC)(C)C.CC(C)([O-])C.[K+]. (2) The reactants are [C:1]([O:5][C:6]([N:8]1[CH2:14][CH2:13][CH2:12][CH:11]([N:15]2[CH2:20][CH2:19][C:18]([O:24][CH3:25])([C:21]([OH:23])=O)[CH2:17][CH2:16]2)[CH2:10][CH2:9]1)=[O:7])([CH3:4])([CH3:3])[CH3:2].Cl.[CH3:27][C:28]1([NH2:32])[CH2:31][CH2:30][CH2:29]1.CN(C(ON1N=NC2C=CC=NC1=2)=[N+](C)C)C.F[P-](F)(F)(F)(F)F.CCN(C(C)C)C(C)C. The catalyst is CN(C=O)C. The product is [CH3:25][O:24][C:18]1([C:21](=[O:23])[NH:32][C:28]2([CH3:27])[CH2:31][CH2:30][CH2:29]2)[CH2:17][CH2:16][N:15]([CH:11]2[CH2:12][CH2:13][CH2:14][N:8]([C:6]([O:5][C:1]([CH3:4])([CH3:3])[CH3:2])=[O:7])[CH2:9][CH2:10]2)[CH2:20][CH2:19]1. The yield is 0.134.